From a dataset of Peptide-MHC class I binding affinity with 185,985 pairs from IEDB/IMGT. Regression. Given a peptide amino acid sequence and an MHC pseudo amino acid sequence, predict their binding affinity value. This is MHC class I binding data. The peptide sequence is FIWFIFHFV. The MHC is HLA-B08:01 with pseudo-sequence HLA-B08:01. The binding affinity (normalized) is 0.255.